From a dataset of Full USPTO retrosynthesis dataset with 1.9M reactions from patents (1976-2016). Predict the reactants needed to synthesize the given product. Given the product [C:19]([C:4]1[CH:3]=[C:2]([NH:1][C:27]([C:22]2[CH:23]=[N:24][CH:25]=[CH:26][N:21]=2)=[O:28])[N:6]([C:7]2[C:8]([Cl:18])=[CH:9][C:10]([C:14]([F:16])([F:15])[F:17])=[CH:11][C:12]=2[Cl:13])[N:5]=1)#[N:20], predict the reactants needed to synthesize it. The reactants are: [NH2:1][C:2]1[N:6]([C:7]2[C:12]([Cl:13])=[CH:11][C:10]([C:14]([F:17])([F:16])[F:15])=[CH:9][C:8]=2[Cl:18])[N:5]=[C:4]([C:19]#[N:20])[CH:3]=1.[N:21]1[CH:26]=[CH:25][N:24]=[CH:23][C:22]=1[C:27](OC)=[O:28].CO[Na].CO.Cl.